This data is from Reaction yield outcomes from USPTO patents with 853,638 reactions. The task is: Predict the reaction yield, written as a fraction of the theoretical maximum amount of product (1.0 means a 100% yield; for example, 0.34 means a 34% yield). (1) The reactants are [C:1]([O:5][C:6]([N:8]([CH3:55])[C@@H:9]([CH3:54])[C:10]([NH:12][C@@H:13]([C:50]([CH3:53])([CH3:52])[CH3:51])[C:14]([N:16]1[C@H:25]([C:26]([N:28]([CH2:39][C:40]2[CH:49]=[CH:48][C:43]([C:44]([O:46]C)=[O:45])=[CH:42][CH:41]=2)[C@@H:29]([C:31]2[CH:36]=[CH:35][CH:34]=[C:33]([O:37][CH3:38])[CH:32]=2)[CH3:30])=[O:27])[CH2:24][C:23]2[C:18](=[CH:19][CH:20]=[CH:21][CH:22]=2)[CH2:17]1)=[O:15])=[O:11])=[O:7])([CH3:4])([CH3:3])[CH3:2].[OH-].[Na+].Cl. The catalyst is C1COCC1.CO. The product is [C:1]([O:5][C:6]([N:8]([CH3:55])[C@@H:9]([CH3:54])[C:10]([NH:12][C@@H:13]([C:50]([CH3:53])([CH3:52])[CH3:51])[C:14]([N:16]1[C@H:25]([C:26]([N:28]([CH2:39][C:40]2[CH:49]=[CH:48][C:43]([C:44]([OH:46])=[O:45])=[CH:42][CH:41]=2)[C@@H:29]([C:31]2[CH:36]=[CH:35][CH:34]=[C:33]([O:37][CH3:38])[CH:32]=2)[CH3:30])=[O:27])[CH2:24][C:23]2[C:18](=[CH:19][CH:20]=[CH:21][CH:22]=2)[CH2:17]1)=[O:15])=[O:11])=[O:7])([CH3:3])([CH3:4])[CH3:2]. The yield is 0.900. (2) The reactants are BrCCBr.Cl[Si](C)(C)C.I[CH:11]1[CH2:14][N:13]([C:15]([O:17][C:18]([CH3:21])([CH3:20])[CH3:19])=[O:16])[CH2:12]1.[Cl:22][C:23]1[C:24]([CH3:35])=[C:25](I)[C:26]([O:32][CH3:33])=[C:27]([C:29](=[O:31])[CH3:30])[CH:28]=1. The catalyst is CN(C)C=O.[Zn].C1C=CC(/C=C/C(/C=C/C2C=CC=CC=2)=O)=CC=1.C1C=CC(/C=C/C(/C=C/C2C=CC=CC=2)=O)=CC=1.C1C=CC(/C=C/C(/C=C/C2C=CC=CC=2)=O)=CC=1.[Pd].[Pd].O1C=CC=C1P(C1OC=CC=1)C1OC=CC=1. The product is [C:29]([C:27]1[C:26]([O:32][CH3:33])=[C:25]([CH:11]2[CH2:14][N:13]([C:15]([O:17][C:18]([CH3:21])([CH3:20])[CH3:19])=[O:16])[CH2:12]2)[C:24]([CH3:35])=[C:23]([Cl:22])[CH:28]=1)(=[O:31])[CH3:30]. The yield is 0.560. (3) The reactants are Cl[C:2]1[CH:7]=[CH:6][C:5]([N+:8]([O-:10])=[O:9])=[CH:4][N:3]=1.C(=O)([O-])[O-].[Na+].[Na+].[CH3:17][C:18]1([CH2:24][C:25]([O:27][CH3:28])=[O:26])[CH2:23][CH2:22][NH:21][CH2:20][CH2:19]1.C[C@@H](O)[C@H](NC(CNC([C@@H](NC([C@@H](NC([C@@H](N)CC1N=CNC=1)=O)CO)=O)CCC(N)=O)=O)=O)C(N[C@H](C(N[C@H](C(N[C@H](C(N[C@H](C(N[C@H](C(N[C@H](C(N[C@H](C(N[C@H](C(N[C@H](C(N[C@H](C(N[C@H](C(N[C@H](C(N[C@H](C(N[C@H](C(N[C@H](C(N[C@H](C(N[C@H](C(N[C@H](C(N[C@H](C(N[C@H](C(N[C@H](C(N[C@H](C(N[C@H](C(N[C@H](C(O)=O)[C@H](O)C)=O)CC(N)=O)=O)CCSC)=O)CC(C)C)=O)CC1C2C=CC=CC=2NC=1)=O)CCC(N)=O)=O)C(C)C)=O)CC1C=CC=CC=1)=O)CC(O)=O)=O)CCC(N)=O)=O)C)=O)CCCN=C(N)N)=O)CCCN=C(N)N)=O)CO)=O)CC(O)=O)=O)CC(C)C)=O)CC1C=CC(O)=CC=1)=O)CCCCN)=O)CO)=O)CC1C=CC(O)=CC=1)=O)CC(O)=O)=O)CO)=O)[C@H](O)C)=O)CC1C=CC=CC=1)=O. The catalyst is CS(C)=O.O. The product is [CH3:17][C:18]1([CH2:24][C:25]([O:27][CH3:28])=[O:26])[CH2:23][CH2:22][N:21]([C:2]2[CH:7]=[CH:6][C:5]([N+:8]([O-:10])=[O:9])=[CH:4][N:3]=2)[CH2:20][CH2:19]1. The yield is 0.670. (4) The reactants are [Na].C([O:4][C:5]([CH:7]1[C:12](=O)[CH2:11][CH2:10][N:9]([C:14]([O:16][CH2:17][C:18]2[CH:23]=[CH:22][CH:21]=[CH:20][CH:19]=2)=[O:15])[CH2:8]1)=O)C.S(O)(O)(=O)=O.[CH3:29][S:30][C:31](=[NH:33])[NH2:32]. The catalyst is CO. The product is [CH2:17]([O:16][C:14]([N:9]1[CH2:10][CH2:11][C:12]2[N:32]=[C:31]([S:30][CH3:29])[N:33]=[C:5]([OH:4])[C:7]=2[CH2:8]1)=[O:15])[C:18]1[CH:23]=[CH:22][CH:21]=[CH:20][CH:19]=1. The yield is 0.640. (5) The reactants are [OH:1][CH2:2][CH2:3][CH2:4][NH:5][C:6]1[N:11]=[CH:10][N:9]=[C:8]([NH:12][C:13]2[CH:14]=[C:15]([CH:20]=[CH:21][CH:22]=2)[C:16]([NH:18][CH3:19])=[O:17])[N:7]=1.ClC(Cl)C.C1(P(C2C=CC=CC=2)C2C=CC=CC=2)C=CC=CC=1.[Cl:46][C:47]1[CH:52]=[CH:51][C:50](O)=[CH:49][CH:48]=1.CCOC(/N=N/C(OCC)=O)=O. No catalyst specified. The product is [Cl:46][C:47]1[CH:52]=[CH:51][C:50]([O:1][CH2:2][CH2:3][CH2:4][NH:5][C:6]2[N:11]=[CH:10][N:9]=[C:8]([NH:12][C:13]3[CH:14]=[C:15]([CH:20]=[CH:21][CH:22]=3)[C:16]([NH:18][CH3:19])=[O:17])[N:7]=2)=[CH:49][CH:48]=1. The yield is 0.200. (6) The reactants are CN(C)[C:3](=O)[CH3:4].O[C:8]1[C:21]2[C:20](=[O:22])[C:19]3[C:14](=[CH:15][CH:16]=[CH:17][CH:18]=3)[C:13](=[O:23])[C:12]=2[CH:11]=[CH:10][C:9]=1[OH:24].[C:25]([O-:28])([O-])=O.[K+].[K+].[CH2:31](Br)[CH2:32][CH2:33][CH2:34][CH2:35][CH2:36][CH2:37][CH3:38]. The product is [CH2:31]([O:24][C:9]1[C:8]2[C:13](=[O:23])[C:14]3[C:19](=[CH:18][CH:17]=[CH:16][CH:15]=3)[C:20](=[O:22])[C:21]=2[CH:12]=[CH:11][C:10]=1[O:28][CH2:25][CH2:10][CH2:9][CH2:8][CH2:21][CH2:12][CH2:3][CH3:4])[CH2:32][CH2:33][CH2:34][CH2:35][CH2:36][CH2:37][CH3:38]. The catalyst is C(Cl)Cl. The yield is 0.720. (7) The reactants are [C:1]([NH:5][C:6]([C:8]1[C:16]2[C:11](=[N:12][CH:13]=[C:14]([NH:17][C:18]3[CH:19]=[N:20][C:21]([CH3:24])=[N:22][CH:23]=3)[N:15]=2)[N:10](COCC[Si](C)(C)C)[CH:9]=1)=[O:7])([CH3:4])([CH3:3])[CH3:2].FC(F)(F)C(O)=O. The catalyst is ClCCl.CO.[OH-].[NH4+]. The product is [C:1]([NH:5][C:6]([C:8]1[C:16]2[C:11](=[N:12][CH:13]=[C:14]([NH:17][C:18]3[CH:23]=[N:22][C:21]([CH3:24])=[N:20][CH:19]=3)[N:15]=2)[NH:10][CH:9]=1)=[O:7])([CH3:4])([CH3:3])[CH3:2]. The yield is 0.770. (8) The reactants are C(O)(C(F)(F)F)=O.C(OC(N1CCC[C@H]1C1NC2C=C(C3C=C4C(=CC=3)C=C(C3C=CC(C5NC([C@@H]6CCCN6C(OCC6C=CC=CC=6)=O)=NC=5)=CC=3)C=C4)C=CC=2N=1)=O)(C)(C)C.C(OC([N:72]1[CH2:76][CH2:75][CH2:74][C@H:73]1[C:77]1[NH:81][C:80]2[CH:82]=[C:83]([C:86]3[CH:95]=[C:94]4[C:89]([CH:90]=[CH:91][C:92]([C:96]5[CH:101]=[CH:100][C:99]([C:102]6[NH:106][C:105]([C@@H:107]7[CH2:111][CH2:110][CH2:109][N:108]7[C:112]([O:114][CH2:115][C:116]7[CH:121]=[CH:120][CH:119]=[CH:118][CH:117]=7)=[O:113])=[N:104][CH:103]=6)=[CH:98][CH:97]=5)=[CH:93]4)=[CH:88][CH:87]=3)[CH:84]=[CH:85][C:79]=2[N:78]=1)=O)(C)(C)C.N1CCC[C@H]1C1NC2C=C(C3C=C4C(=CC=3)C=C(C3C=CC(C5NC([C@@H]6CCCN6C(OCC6C=CC=CC=6)=O)=NC=5)=CC=3)C=C4)C=CC=2N=1. The catalyst is C(Cl)Cl. The product is [NH:72]1[CH2:76][CH2:75][CH2:74][C@H:73]1[C:77]1[NH:81][C:80]2[CH:82]=[C:83]([C:86]3[CH:95]=[C:94]4[C:89]([CH:90]=[CH:91][C:92]([C:96]5[CH:97]=[CH:98][C:99]([C:102]6[NH:106][C:105]([C@@H:107]7[CH2:111][CH2:110][CH2:109][N:108]7[C:112]([O:114][CH2:115][C:116]7[CH:117]=[CH:118][CH:119]=[CH:120][CH:121]=7)=[O:113])=[N:104][CH:103]=6)=[CH:100][CH:101]=5)=[CH:93]4)=[CH:88][CH:87]=3)[CH:84]=[CH:85][C:79]=2[N:78]=1. The yield is 0.210. (9) The reactants are C[C:2]([CH3:5])([O-])[CH3:3].[Na+].[Br:7][C:8]1[CH:15]=[CH:14][C:11]([CH:12]=O)=[CH:10][CH:9]=1.[OH2:16]. The catalyst is CN(C=O)C. The product is [Br:7][C:8]1[CH:15]=[CH:14][C:11]([CH:12]=[C:2]([CH3:5])[CH2:3][OH:16])=[CH:10][CH:9]=1. The yield is 0.880.